Dataset: Experimental lipophilicity measurements (octanol/water distribution) for 4,200 compounds from AstraZeneca. Task: Regression/Classification. Given a drug SMILES string, predict its absorption, distribution, metabolism, or excretion properties. Task type varies by dataset: regression for continuous measurements (e.g., permeability, clearance, half-life) or binary classification for categorical outcomes (e.g., BBB penetration, CYP inhibition). For this dataset (lipophilicity_astrazeneca), we predict Y. The molecule is Nc1n[nH]c2c(Cl)cccc12. The Y is 1.70 logD.